Task: Predict which catalyst facilitates the given reaction.. Dataset: Catalyst prediction with 721,799 reactions and 888 catalyst types from USPTO The catalyst class is: 744. Product: [Br:3][C:4]1[CH:9]=[CH:8][C:7]([O:10][CH:13]([F:15])[F:14])=[CH:6][C:5]=1[CH3:11]. Reactant: [OH-].[K+].[Br:3][C:4]1[CH:9]=[CH:8][C:7]([OH:10])=[CH:6][C:5]=1[CH3:11].Br[C:13](P(=O)(OCC)OCC)([F:15])[F:14].